Dataset: Forward reaction prediction with 1.9M reactions from USPTO patents (1976-2016). Task: Predict the product of the given reaction. (1) Given the reactants [C:1]([CH:4]([CH2:12][C:13]([C:15]1[CH:20]=[CH:19][CH:18]=[CH:17][C:16]=1[N+:21]([O-:23])=[O:22])=O)[C:5]([O:7][C:8]([CH3:11])([CH3:10])[CH3:9])=[O:6])(=O)[CH3:2].C([O-])(=O)C.[NH4+:28], predict the reaction product. The product is: [CH3:2][C:1]1[NH:28][C:13]([C:15]2[CH:20]=[CH:19][CH:18]=[CH:17][C:16]=2[N+:21]([O-:23])=[O:22])=[CH:12][C:4]=1[C:5]([O:7][C:8]([CH3:11])([CH3:10])[CH3:9])=[O:6]. (2) Given the reactants [C:1]([O:4][C@H:5]1[CH2:22][CH2:21][C@@:20]2([CH3:23])[C@@H:7]([CH2:8][CH2:9][C@:10]3([CH3:34])[C@@H:19]2[CH2:18][CH2:17][C@H:16]2[C@@:11]3([CH3:33])[CH2:12][CH2:13][C@@:14]3([C:30](O)=[O:31])[CH2:26][CH2:25][C@@H:24]([C:27]([CH3:29])=[CH2:28])[C@@H:15]32)[C:6]1([CH3:36])[CH3:35])(=[O:3])[CH3:2].[NH2:37][C@@H:38]1[CH2:41][C@H:40]([C:42]([N:44]2[CH2:49][CH2:48][CH2:47][CH2:46][CH2:45]2)=[O:43])[C:39]1([CH3:51])[CH3:50], predict the reaction product. The product is: [C:1]([O:4][C@H:5]1[CH2:22][CH2:21][C@@:20]2([CH3:23])[C@@H:7]([CH2:8][CH2:9][C@:10]3([CH3:34])[C@@H:19]2[CH2:18][CH2:17][C@H:16]2[C@@:11]3([CH3:33])[CH2:12][CH2:13][C@@:14]3([C:30](=[O:31])[NH:37][C@@H:38]4[CH2:41][C@H:40]([C:42]([N:44]5[CH2:49][CH2:48][CH2:47][CH2:46][CH2:45]5)=[O:43])[C:39]4([CH3:51])[CH3:50])[CH2:26][CH2:25][C@@H:24]([C:27]([CH3:29])=[CH2:28])[C@@H:15]32)[C:6]1([CH3:36])[CH3:35])(=[O:3])[CH3:2]. (3) Given the reactants [Cl:1][C:2]1[C:7]([NH:8][C:9]2[N:14]=[C:13]([NH:15][CH2:16][CH3:17])[C:12]3=[N:18][CH:19]=[C:20]([C:21]#[N:22])[N:11]3[N:10]=2)=[CH:6][C:5]([C:23]#[N:24])=[CH:4][C:3]=1[N:25]1[CH2:30][CH2:29][C@@H:28]([NH:31][C:32](=[O:35])[O:33][CH3:34])[C@H:27]([OH:36])[CH2:26]1.CC(OC([NH:44][C@H:45]([C:67](O)=[O:68])[CH2:46][CH2:47][CH2:48][N:49]=[C:50]([NH:59]C(OC(C)(C)C)=O)[NH:51]C(OC(C)(C)C)=O)=O)(C)C.C1CCC(N=C=NC2CCCCC2)CC1, predict the reaction product. The product is: [ClH:1].[ClH:1].[ClH:1].[NH2:44][C@@H:45]([CH2:46][CH2:47][CH2:48][NH:49][C:50]([NH2:59])=[NH:51])[C:67]([O:36][C@H:27]1[C@H:28]([NH:31][C:32]([O:33][CH3:34])=[O:35])[CH2:29][CH2:30][N:25]([C:3]2[CH:4]=[C:5]([C:23]#[N:24])[CH:6]=[C:7]([NH:8][C:9]3[N:14]=[C:13]([NH:15][CH2:16][CH3:17])[C:12]4=[N:18][CH:19]=[C:20]([C:21]#[N:22])[N:11]4[N:10]=3)[C:2]=2[Cl:1])[CH2:26]1)=[O:68]. (4) Given the reactants [C:1]([Si:5](Cl)([CH3:7])[CH3:6])([CH3:4])([CH3:3])[CH3:2].[OH:9][CH2:10][CH:11]([CH3:21])[O:12][C:13]1[CH:20]=[CH:19][CH:18]=[CH:17][C:14]=1[CH:15]=[O:16].CCN(C(C)C)C(C)C.N1C=CN=C1, predict the reaction product. The product is: [C:1]([Si:5]([CH3:7])([CH3:6])[O:9][CH2:10][CH:11]([CH3:21])[O:12][C:13]1[CH:20]=[CH:19][CH:18]=[CH:17][C:14]=1[CH:15]=[O:16])([CH3:4])([CH3:3])[CH3:2].